From a dataset of Peptide-MHC class I binding affinity with 185,985 pairs from IEDB/IMGT. Regression. Given a peptide amino acid sequence and an MHC pseudo amino acid sequence, predict their binding affinity value. This is MHC class I binding data. (1) The peptide sequence is VLWAHGFEL. The MHC is HLA-A69:01 with pseudo-sequence HLA-A69:01. The binding affinity (normalized) is 0.613. (2) The peptide sequence is FLQRTDLSY. The MHC is HLA-B15:01 with pseudo-sequence HLA-B15:01. The binding affinity (normalized) is 0.778. (3) The peptide sequence is NPTAIFLTT. The MHC is HLA-B53:01 with pseudo-sequence HLA-B53:01. The binding affinity (normalized) is 0.313. (4) The peptide sequence is YPGIKVRQL. The MHC is HLA-A02:01 with pseudo-sequence HLA-A02:01. The binding affinity (normalized) is 0. (5) The peptide sequence is RQFPYAFEF. The MHC is Mamu-B3901 with pseudo-sequence Mamu-B3901. The binding affinity (normalized) is 0.752.